From a dataset of Reaction yield outcomes from USPTO patents with 853,638 reactions. Predict the reaction yield, written as a fraction of the theoretical maximum amount of product (1.0 means a 100% yield; for example, 0.34 means a 34% yield). (1) The reactants are [I-].[Li+].[CH2:3]([Li])CCC.[CH2:8]([C:10]1[C:18]2[C:13](=[N:14]C(C#N)=CC=2)[N:12]([CH:21]2[CH2:26][CH2:25][O:24][CH2:23][CH2:22]2)[N:11]=1)[CH3:9].[O:27]1[CH2:31][CH2:30][CH2:29][CH2:28]1. The catalyst is [Br-].C[P+](C1C=CC=CC=1)(C1C=CC=CC=1)C1C=CC=CC=1.[Al]. The product is [CH2:8]([C:10]1[C:18]2[C:13](=[N:14][C:30]([C:31](=[O:27])[CH3:3])=[CH:29][CH:28]=2)[N:12]([CH:21]2[CH2:26][CH2:25][O:24][CH2:23][CH2:22]2)[N:11]=1)[CH3:9]. The yield is 0.704. (2) The reactants are [CH3:1][S:2]([NH:5][C:6]1[CH:7]=[CH:8][C:9]2[O:13][C:12]([C:14]([O:16]CC)=[O:15])=[CH:11][C:10]=2[CH:19]=1)(=[O:4])=[O:3].O[Li].O. The catalyst is C1COCC1.O. The product is [CH3:1][S:2]([NH:5][C:6]1[CH:7]=[CH:8][C:9]2[O:13][C:12]([C:14]([OH:16])=[O:15])=[CH:11][C:10]=2[CH:19]=1)(=[O:3])=[O:4]. The yield is 0.940. (3) The reactants are [NH2:1][CH2:2][CH:3]1[CH2:8][CH2:7][N:6](C(OC(C)(C)C)=O)[CH2:5][CH2:4]1.[N:16]([C:19]1[CH:24]=[C:23]([C:25]([F:28])([F:27])[F:26])[CH:22]=[C:21]([C:29]([F:32])([F:31])[F:30])[CH:20]=1)=[C:17]=[O:18]. The catalyst is C(Cl)Cl. The product is [F:26][C:25]([F:27])([F:28])[C:23]1[CH:24]=[C:19]([NH:16][C:17]([NH:1][CH2:2][CH:3]2[CH2:4][CH2:5][NH:6][CH2:7][CH2:8]2)=[O:18])[CH:20]=[C:21]([C:29]([F:32])([F:30])[F:31])[CH:22]=1. The yield is 0.880. (4) The reactants are [OH-].[Na+].CC1(C)C(C)(C)OB([C:11]2[CH:19]=[CH:18][CH:17]=[C:16]3[C:12]=2[CH:13]=[CH:14][NH:15]3)O1.Br[C:22]1[CH:27]=[CH:26][CH:25]=[CH:24][N:23]=1. The catalyst is [Pd].C1COCC1. The product is [N:23]1[CH:24]=[CH:25][CH:26]=[CH:27][C:22]=1[C:11]1[CH:19]=[CH:18][CH:17]=[C:16]2[C:12]=1[CH:13]=[CH:14][NH:15]2. The yield is 0.710. (5) The reactants are COC(=O)N.[C:6]([O:10][C:11](=[O:23])[NH:12][CH2:13][C:14]([C:16]1[CH:21]=[CH:20][C:19](Br)=[CH:18][CH:17]=1)=[O:15])([CH3:9])([CH3:8])[CH3:7].[CH3:24][O:25][C:26](=[O:59])[NH:27][CH:28]([C:32]([N:34]1[CH2:38][CH2:37][CH2:36][CH:35]1[C:39]1[NH:40][C:41]([C:44]2[CH:49]=[CH:48][C:47](B3OC(C)(C)C(C)(C)O3)=[CH:46][CH:45]=2)=[CH:42][N:43]=1)=[O:33])[CH:29]([CH3:31])[CH3:30].C(=O)([O-])[O-].[K+].[K+]. The catalyst is C1C=CC([P]([Pd]([P](C2C=CC=CC=2)(C2C=CC=CC=2)C2C=CC=CC=2)([P](C2C=CC=CC=2)(C2C=CC=CC=2)C2C=CC=CC=2)[P](C2C=CC=CC=2)(C2C=CC=CC=2)C2C=CC=CC=2)(C2C=CC=CC=2)C2C=CC=CC=2)=CC=1.O.COCCOC. The product is [CH3:24][O:25][C:26](=[O:59])[NH:27][CH:28]([C:32]([N:34]1[CH2:38][CH2:37][CH2:36][CH:35]1[C:39]1[NH:40][C:41]([C:44]2[CH:45]=[CH:46][C:47]([C:19]3[CH:20]=[CH:21][C:16]([C:14](=[O:15])[CH2:13][NH:12][C:11]([O:10][C:6]([CH3:9])([CH3:8])[CH3:7])=[O:23])=[CH:17][CH:18]=3)=[CH:48][CH:49]=2)=[CH:42][N:43]=1)=[O:33])[CH:29]([CH3:31])[CH3:30]. The yield is 0.440. (6) The reactants are C([O:8][C:9]1[CH:10]=[C:11]([C:16]2[C:24]3[C:19](=[N:20][CH:21]=[N:22][C:23]=3[NH2:25])[N:18]([CH:26]([CH3:28])[CH3:27])[N:17]=2)[CH:12]=[C:13]([F:15])[CH:14]=1)C1C=CC=CC=1. The catalyst is CO.[Pd]. The product is [NH2:25][C:23]1[N:22]=[CH:21][N:20]=[C:19]2[N:18]([CH:26]([CH3:28])[CH3:27])[N:17]=[C:16]([C:11]3[CH:10]=[C:9]([OH:8])[CH:14]=[C:13]([F:15])[CH:12]=3)[C:24]=12. The yield is 1.00. (7) The reactants are F.F.F.C(N(CC)CC)C.C(N(CC)CC)C.[Si]([O:35][CH2:36][C@H:37]1[O:41][C@@H:40]([N:42]2[CH:49]=[C:48]([CH3:50])[C:46](=[O:47])[NH:45][C:43]2=[O:44])[C@H:39]([O:51][CH2:52][CH2:53][O:54][N:55]([CH3:57])[CH3:56])[C@@H:38]1[OH:58])(C(C)(C)C)(C1C=CC=CC=1)C1C=CC=CC=1.CO. The catalyst is C1COCC1.C(Cl)Cl. The product is [CH3:56][N:55]([CH3:57])[O:54][CH2:53][CH2:52][O:51][C@@H:39]1[C@H:38]([OH:58])[C@@H:37]([CH2:36][OH:35])[O:41][C@H:40]1[N:42]1[CH:49]=[C:48]([CH3:50])[C:46](=[O:47])[NH:45][C:43]1=[O:44]. The yield is 0.925. (8) The reactants are [CH3:1][N:2]1[C:6]2=[N:7][C:8]([CH2:20][N:21]3[CH2:26][CH2:25][N:24]([CH3:27])[CH2:23][CH2:22]3)=[CH:9][C:10]([C:11]3[CH:16]=[CH:15][C:14]([N+:17]([O-])=O)=[CH:13][CH:12]=3)=[C:5]2[CH:4]=[N:3]1.O.O.Cl[Sn]Cl.N. The catalyst is CCO. The product is [CH3:1][N:2]1[C:6]2=[N:7][C:8]([CH2:20][N:21]3[CH2:22][CH2:23][N:24]([CH3:27])[CH2:25][CH2:26]3)=[CH:9][C:10]([C:11]3[CH:16]=[CH:15][C:14]([NH2:17])=[CH:13][CH:12]=3)=[C:5]2[CH:4]=[N:3]1. The yield is 0.680.